This data is from Full USPTO retrosynthesis dataset with 1.9M reactions from patents (1976-2016). The task is: Predict the reactants needed to synthesize the given product. Given the product [Cl:25][C:22]1[CH:23]=[CH:24][C:19]([C@H:8]([C:5]2[CH:6]=[CH:7][C:2]([C:30]3[CH:38]=[CH:37][C:33]([C:34]([OH:36])=[O:35])=[CH:32][CH:31]=3)=[CH:3][CH:4]=2)[CH2:9][C:10]([C:12]2[CH:17]=[CH:16][N:15]=[C:14]([CH3:18])[CH:13]=2)=[O:11])=[C:20]([CH3:26])[CH:21]=1, predict the reactants needed to synthesize it. The reactants are: Br[C:2]1[CH:7]=[CH:6][C:5]([C@@H:8]([C:19]2[CH:24]=[CH:23][C:22]([Cl:25])=[CH:21][C:20]=2[CH3:26])[CH2:9][C:10]([C:12]2[CH:17]=[CH:16][N:15]=[C:14]([CH3:18])[CH:13]=2)=[O:11])=[CH:4][CH:3]=1.B([C:30]1[CH:38]=[CH:37][C:33]([C:34]([OH:36])=[O:35])=[CH:32][CH:31]=1)(O)O.